This data is from Forward reaction prediction with 1.9M reactions from USPTO patents (1976-2016). The task is: Predict the product of the given reaction. (1) Given the reactants [NH2:1][C:2]1[S:3][C:4]2[C:9]([N:10]=1)=[CH:8][CH:7]=[C:6]([O:11][C:12]1[C:13]([Cl:33])=[CH:14][C:15]([F:32])=[C:16]([NH:18][C:19](=[O:31])[C:20]3[CH:25]=[CH:24][CH:23]=[C:22]([C:26]([C:29]#[N:30])([CH3:28])[CH3:27])[CH:21]=3)[CH:17]=1)[N:5]=2.[C:34](Cl)(=[O:37])[CH2:35][CH3:36], predict the reaction product. The product is: [Cl:33][C:13]1[C:12]([O:11][C:6]2[N:5]=[C:4]3[S:3][C:2]([NH:1][C:34](=[O:37])[CH2:35][CH3:36])=[N:10][C:9]3=[CH:8][CH:7]=2)=[CH:17][C:16]([NH:18][C:19](=[O:31])[C:20]2[CH:25]=[CH:24][CH:23]=[C:22]([C:26]([C:29]#[N:30])([CH3:28])[CH3:27])[CH:21]=2)=[C:15]([F:32])[CH:14]=1. (2) Given the reactants [F:1][C:2]1[C:14]([NH:15][CH2:16][C:17]2[CH:22]=[C:21]([C:23]3[CH:28]=[CH:27][CH:26]=[C:25]([F:29])[CH:24]=3)[CH:20]=[C:19]([F:30])[CH:18]=2)=[C:13]([F:31])[CH:12]=[CH:11][C:3]=1[O:4][CH2:5][C:6]([O:8]CC)=[O:7].[Li+].[OH-].O, predict the reaction product. The product is: [F:1][C:2]1[C:14]([NH:15][CH2:16][C:17]2[CH:22]=[C:21]([C:23]3[CH:28]=[CH:27][CH:26]=[C:25]([F:29])[CH:24]=3)[CH:20]=[C:19]([F:30])[CH:18]=2)=[C:13]([F:31])[CH:12]=[CH:11][C:3]=1[O:4][CH2:5][C:6]([OH:8])=[O:7]. (3) Given the reactants C([O:3][C:4]([C:6]1[CH:7]=[C:8]2[C:12](=[CH:13][C:14]=1[NH:15][C:16]([C:18]1[C:27](=[O:28])[C:26]3[C:21](=[CH:22][CH:23]=[CH:24][CH:25]=3)[NH:20][CH:19]=1)=[O:17])[NH:11][CH:10]=[CH:9]2)=[O:5])C.[OH-].[Na+], predict the reaction product. The product is: [O:28]=[C:27]1[C:26]2[C:21](=[CH:22][CH:23]=[CH:24][CH:25]=2)[NH:20][CH:19]=[C:18]1[C:16]([NH:15][C:14]1[CH:13]=[C:12]2[C:8]([CH:9]=[CH:10][NH:11]2)=[CH:7][C:6]=1[C:4]([OH:5])=[O:3])=[O:17]. (4) Given the reactants [CH3:1][N:2]([C:4]([NH:6][C:7]([NH2:9])=[NH:8])=[NH:5])[CH3:3].CC(C)=O.O.[C:15]([OH:23])(=[O:22])[CH2:16][CH2:17][CH2:18][C:19]([OH:21])=[O:20], predict the reaction product. The product is: [CH3:1][N:2]([C:4]([NH:6][C:7]([NH2:9])=[NH:8])=[NH:5])[CH3:3].[C:15]([O-:23])(=[O:22])[CH2:16][CH2:17][CH2:18][C:19]([O-:21])=[O:20]. (5) Given the reactants Br[CH2:2][C:3]1[N:7]([CH3:8])[N:6]([C:9]2[CH:14]=[CH:13][CH:12]=[CH:11][CH:10]=2)[C:5](=[O:15])[C:4]=1[Cl:16].[F:17][C:18]1[CH:23]=[CH:22][CH:21]=[CH:20][C:19]=1[N:24]1[CH2:29][CH2:28][N:27](C)[CH2:26][CH2:25]1, predict the reaction product. The product is: [Cl:16][C:4]1[C:5](=[O:15])[N:6]([C:9]2[CH:14]=[CH:13][CH:12]=[CH:11][CH:10]=2)[N:7]([CH3:8])[C:3]=1[CH2:2][N:27]1[CH2:26][CH2:25][N:24]([C:19]2[CH:20]=[CH:21][CH:22]=[CH:23][C:18]=2[F:17])[CH2:29][CH2:28]1.